Dataset: Full USPTO retrosynthesis dataset with 1.9M reactions from patents (1976-2016). Task: Predict the reactants needed to synthesize the given product. (1) Given the product [C:12]([C:6]1[CH:5]=[C:4]2[C:9]([CH:10]=[CH:11][C:2](=[O:1])[N:3]2[CH2:14][CH2:15][N:28]2[CH2:27][CH2:26][CH:25]([NH:24][C:22](=[O:23])[O:21][C:17]([CH3:19])([CH3:18])[CH3:20])[CH2:30][CH2:29]2)=[CH:8][CH:7]=1)#[N:13], predict the reactants needed to synthesize it. The reactants are: [O:1]=[C:2]1[CH:11]=[CH:10][C:9]2[C:4](=[CH:5][C:6]([C:12]#[N:13])=[CH:7][CH:8]=2)[N:3]1[CH2:14][CH:15]=O.[C:17]([O:21][C:22]([NH:24][CH:25]1[CH2:30][CH2:29][NH:28][CH2:27][CH2:26]1)=[O:23])([CH3:20])([CH3:19])[CH3:18].[BH-](OC(C)=O)(OC(C)=O)OC(C)=O.[Na+]. (2) Given the product [NH2:28][C:25]1[N:26]=[CH:27][C:22]([C:18]2[N:17]=[C:16]([N:36]3[CH2:41][CH2:40][O:39][CH2:38][CH2:37]3)[C:15]3[C:20](=[CH:21][C:12]([C:8]4[CH:7]=[C:6]([NH:5][C:3](=[O:4])[C:2]([OH:1])([CH3:43])[CH3:42])[CH:11]=[CH:10][CH:9]=4)=[CH:13][CH:14]=3)[N:19]=2)=[CH:23][N:24]=1, predict the reactants needed to synthesize it. The reactants are: [OH:1][C:2]([CH3:43])([CH3:42])[C:3]([NH:5][C:6]1[CH:7]=[C:8]([C:12]2[CH:21]=[C:20]3[C:15]([C:16]([N:36]4[CH2:41][CH2:40][O:39][CH2:38][CH2:37]4)=[N:17][C:18]([C:22]4[CH:23]=[N:24][C:25]([NH:28]C(=O)OC(C)(C)C)=[N:26][CH:27]=4)=[N:19]3)=[CH:14][CH:13]=2)[CH:9]=[CH:10][CH:11]=1)=[O:4].FC(F)(F)C(O)=O. (3) Given the product [C:38]([N:34]1[CH2:35][CH2:36][N:37]([C:55](=[O:56])[C@H:54]([O:53][CH2:46][C:47]2[CH:48]=[CH:49][CH:50]=[CH:51][CH:52]=2)[CH3:58])[C@H:32]([CH3:31])[CH2:33]1)(=[O:39])[C:40]1[CH:45]=[CH:44][CH:43]=[CH:42][CH:41]=1, predict the reactants needed to synthesize it. The reactants are: O.ON1C2C=CC=CC=2N=N1.CN1CCOCC1.Cl.CN(C)CCCN=C=NCC.[CH3:31][C@H:32]1[NH:37][CH2:36][CH2:35][N:34]([C:38]([C:40]2[CH:45]=[CH:44][CH:43]=[CH:42][CH:41]=2)=[O:39])[CH2:33]1.[CH2:46]([O:53][C@H:54]([CH3:58])[C:55](O)=[O:56])[C:47]1[CH:52]=[CH:51][CH:50]=[CH:49][CH:48]=1. (4) Given the product [Br:1][C:2]1[CH:7]=[C:6]([F:8])[CH:5]=[CH:4][C:3]=1[C@H:9]1[C:14]([C:15]([O:17][CH3:18])=[O:16])=[C:13]([CH2:19][N:37]2[C@H:30]3[C@H:31]([CH2:33][C:34]([OH:36])=[O:35])[CH2:32][C@@H:26]2[CH2:27][O:28][CH2:29]3)[NH:12][C:11]([C:21]2[S:22][CH:23]=[CH:24][N:25]=2)=[N:10]1, predict the reactants needed to synthesize it. The reactants are: [Br:1][C:2]1[CH:7]=[C:6]([F:8])[CH:5]=[CH:4][C:3]=1[C@H:9]1[C:14]([C:15]([O:17][CH3:18])=[O:16])=[C:13]([CH2:19]Br)[NH:12][C:11]([C:21]2[S:22][CH:23]=[CH:24][N:25]=2)=[N:10]1.[CH:26]12[NH:37][CH:30]([CH:31]([CH2:33][C:34]([OH:36])=[O:35])[CH2:32]1)[CH2:29][O:28][CH2:27]2. (5) Given the product [CH:28]1([NH:34][C:3]([C:4]2[CH:10]=[C:11]([C:13]3[CH:18]=[C:17]([Cl:19])[C:16]([CH3:20])=[CH:15][C:14]=3[O:21][CH3:22])[N:27]([CH2:26][CH:23]3[CH2:25][CH2:24]3)[C:5]=2[CH3:6])=[O:2])[CH2:33][CH2:32][CH2:31][CH2:30][CH2:29]1, predict the reactants needed to synthesize it. The reactants are: C[O:2][C:3](=O)[CH2:4][C:5](=O)[CH3:6].Br[CH2:10][C:11]([C:13]1[CH:18]=[C:17]([Cl:19])[C:16]([CH3:20])=[CH:15][C:14]=1[O:21][CH3:22])=O.[CH:23]1([CH2:26][NH2:27])[CH2:25][CH2:24]1.[CH:28]1([NH2:34])[CH2:33][CH2:32][CH2:31][CH2:30][CH2:29]1. (6) Given the product [NH3:2].[CH3:1][N:2]([CH3:27])[CH2:3][CH2:4][NH:5][C:6]([C:8]1[NH:9][C:10]([C:19]2[CH:24]=[CH:23][C:22]([Cl:25])=[C:21]([OH:26])[CH:20]=2)=[C:11]([C:13]2[CH:14]=[CH:15][N:16]=[CH:17][CH:18]=2)[N:12]=1)=[O:7], predict the reactants needed to synthesize it. The reactants are: [CH3:1][N:2]([CH3:27])[CH2:3][CH2:4][NH:5][C:6]([C:8]1[NH:9][C:10]([C:19]2[CH:24]=[CH:23][C:22]([Cl:25])=[C:21]([OH:26])[CH:20]=2)=[C:11]([C:13]2[CH:18]=[CH:17][N:16]=[CH:15][CH:14]=2)[N:12]=1)=[O:7].CN(C)CCN.C(N(CC)CC)C. (7) Given the product [Br:39][CH2:26][C:13]1[NH:12][C:11]([C:27]2[S:28][CH:29]=[CH:30][N:31]=2)=[N:10][C@H:9]([C:3]2[CH:4]=[CH:5][C:6]([F:8])=[CH:7][C:2]=2[Cl:1])[C:14]=1[C:15]([O:17][C@H:18]([CH3:25])[C:19]([O:21][CH:22]([CH3:24])[CH3:23])=[O:20])=[O:16], predict the reactants needed to synthesize it. The reactants are: [Cl:1][C:2]1[CH:7]=[C:6]([F:8])[CH:5]=[CH:4][C:3]=1[C@@H:9]1[C:14]([C:15]([O:17][C@H:18]([CH3:25])[C:19]([O:21][CH:22]([CH3:24])[CH3:23])=[O:20])=[O:16])=[C:13]([CH3:26])[NH:12][C:11]([C:27]2[S:28][CH:29]=[CH:30][N:31]=2)=[N:10]1.C1C(=O)N([Br:39])C(=O)C1.